Dataset: Full USPTO retrosynthesis dataset with 1.9M reactions from patents (1976-2016). Task: Predict the reactants needed to synthesize the given product. Given the product [F:23][C:13]1[C:12]([CH2:11][C:8]2[N:6]3[N:7]=[C:2]([C:34]4[CH:33]=[N:32][N:31]([CH3:30])[CH:35]=4)[CH:3]=[CH:4][C:5]3=[N:10][CH:9]=2)=[C:20]([F:21])[CH:19]=[C:18]2[C:14]=1[CH:15]=[N:16][N:17]2[CH3:22], predict the reactants needed to synthesize it. The reactants are: Cl[C:2]1[CH:3]=[CH:4][C:5]2[N:6]([C:8]([CH2:11][C:12]3[C:13]([F:23])=[C:14]4[C:18](=[CH:19][C:20]=3[F:21])[N:17]([CH3:22])[N:16]=[CH:15]4)=[CH:9][N:10]=2)[N:7]=1.COCCOC.[CH3:30][N:31]1[CH:35]=[C:34](B2OC(C)(C)C(C)(C)O2)[CH:33]=[N:32]1.